From a dataset of Peptide-MHC class I binding affinity with 185,985 pairs from IEDB/IMGT. Regression. Given a peptide amino acid sequence and an MHC pseudo amino acid sequence, predict their binding affinity value. This is MHC class I binding data. (1) The peptide sequence is TVLDVGDAY. The MHC is HLA-A29:02 with pseudo-sequence HLA-A29:02. The binding affinity (normalized) is 0.590. (2) The peptide sequence is RNWAHSSL. The MHC is HLA-A11:01 with pseudo-sequence HLA-A11:01. The binding affinity (normalized) is 0. (3) The peptide sequence is VTDNNRSFY. The MHC is HLA-A11:01 with pseudo-sequence HLA-A11:01. The binding affinity (normalized) is 0.507. (4) The peptide sequence is FMFNELLAL. The MHC is HLA-A69:01 with pseudo-sequence HLA-A69:01. The binding affinity (normalized) is 0.0847. (5) The MHC is HLA-A31:01 with pseudo-sequence HLA-A31:01. The binding affinity (normalized) is 0. The peptide sequence is GDYKLVEI. (6) The MHC is Mamu-A01 with pseudo-sequence YYAMYRENMTENAVNTLYLRVEYYTWAVMAYQWY. The peptide sequence is DSPREIGSLLH. The binding affinity (normalized) is 0.0586. (7) The peptide sequence is SNHAAGYDL. The MHC is H-2-Ld with pseudo-sequence H-2-Ld. The binding affinity (normalized) is 0.845. (8) The peptide sequence is INYCIGVIF. The MHC is H-2-Db with pseudo-sequence H-2-Db. The binding affinity (normalized) is 0.0454. (9) The peptide sequence is RYQDPQNYEL. The MHC is HLA-A30:02 with pseudo-sequence HLA-A30:02. The binding affinity (normalized) is 0.590. (10) The peptide sequence is RVYNNTARY. The MHC is HLA-A69:01 with pseudo-sequence HLA-A69:01. The binding affinity (normalized) is 0.0847.